The task is: Predict the reactants needed to synthesize the given product.. This data is from Full USPTO retrosynthesis dataset with 1.9M reactions from patents (1976-2016). Given the product [C:1]1([NH:7][C:8]2[CH:16]=[CH:15][C:11]([C:12]([NH:26][CH2:25][CH2:24][CH2:23][C:17]3[CH:22]=[CH:21][CH:20]=[CH:19][CH:18]=3)=[O:14])=[CH:10][N:9]=2)[CH:2]=[CH:3][CH:4]=[CH:5][CH:6]=1, predict the reactants needed to synthesize it. The reactants are: [C:1]1([NH:7][C:8]2[CH:16]=[CH:15][C:11]([C:12]([OH:14])=O)=[CH:10][N:9]=2)[CH:6]=[CH:5][CH:4]=[CH:3][CH:2]=1.[C:17]1([CH2:23][CH2:24][CH2:25][NH2:26])[CH:22]=[CH:21][CH:20]=[CH:19][CH:18]=1.